From a dataset of Reaction yield outcomes from USPTO patents with 853,638 reactions. Predict the reaction yield, written as a fraction of the theoretical maximum amount of product (1.0 means a 100% yield; for example, 0.34 means a 34% yield). (1) The yield is 0.167. The catalyst is C1COCC1.C(OCC)(=O)C. The product is [C:12]([C:15]1[C:20]([C:21]2[CH:22]=[CH:23][CH:24]=[CH:25][CH:26]=2)=[N:19][N:18]([CH2:27][CH3:28])[C:17](=[O:29])[C:16]=1[NH:3][C:4]1[C:9]([Cl:10])=[CH:8][N:7]=[CH:6][C:5]=1[Cl:11])(=[O:14])[CH3:13]. The reactants are [H-].[Na+].[NH2:3][C:4]1[C:9]([Cl:10])=[CH:8][N:7]=[CH:6][C:5]=1[Cl:11].[C:12]([C:15]1[C:20]([C:21]2[CH:26]=[CH:25][CH:24]=[CH:23][CH:22]=2)=[N:19][N:18]([CH2:27][CH3:28])[C:17](=[O:29])[C:16]=1[N+]([O-])=O)(=[O:14])[CH3:13].Cl. (2) The yield is 0.870. The reactants are I[C:2]1[NH:6][C:5]([CH2:7][O:8][CH3:9])=[N:4][CH:3]=1.C(=O)([O-])[O-].[K+].[K+].[CH3:16][C:17]1[CH:26]=[C:25]([CH3:27])[C:24](B2OC(C)(C)C(C)(C)O2)=[CH:23][C:18]=1[C:19]([O:21][CH3:22])=[O:20]. The product is [CH3:9][O:8][CH2:7][C:5]1[NH:6][C:2]([C:24]2[C:25]([CH3:27])=[CH:26][C:17]([CH3:16])=[C:18]([CH:23]=2)[C:19]([O:21][CH3:22])=[O:20])=[CH:3][N:4]=1. The catalyst is O1CCOCC1.O.C1C=CC(P(C2C=CC=CC=2)[C-]2C=CC=C2)=CC=1.C1C=CC(P(C2C=CC=CC=2)[C-]2C=CC=C2)=CC=1.Cl[Pd]Cl.[Fe+2]. (3) The reactants are C(OC(=O)[NH:7][C:8]1[CH:16]=[C:15]2[C:11]([C:12]([C:28]#[N:29])=[C:13]([C:19]3[CH:24]=[CH:23][C:22]([O:25][CH2:26][CH3:27])=[CH:21][CH:20]=3)[N:14]2[CH2:17][CH3:18])=[CH:10][CH:9]=1)(C)(C)C.C(O)(C(F)(F)F)=O.C(Cl)Cl. No catalyst specified. The yield is 0.960. The product is [NH2:7][C:8]1[CH:16]=[C:15]2[C:11]([C:12]([C:28]#[N:29])=[C:13]([C:19]3[CH:24]=[CH:23][C:22]([O:25][CH2:26][CH3:27])=[CH:21][CH:20]=3)[N:14]2[CH2:17][CH3:18])=[CH:10][CH:9]=1. (4) The reactants are COC1C=C(OC)C=CC=1[CH2:5][NH:6][CH:7]1[C:16]2[CH2:15][S:14][N:13]=[C:12]([N:17](C(OC(C)(C)C)=O)C(OC(C)(C)C)=O)[C:11]3=[N:32][N:33]([CH2:35][C:36]4[C:41]([CH3:42])=[C:40]([O:43][CH3:44])[C:39]([CH3:45])=[CH:38][N:37]=4)[N:34]=[C:9]([C:10]=23)[CH2:8]1.Cl[CH2:53][CH2:54][N:55]=C=O.[OH-:58].[Na+]. The catalyst is ClCCl. The product is [NH2:17][C:12]1[C:11]2[C:10]3[C:9](=[N:34][N:33]([CH2:35][C:36]4[C:41]([CH3:42])=[C:40]([O:43][CH3:44])[C:39]([CH3:45])=[CH:38][N:37]=4)[N:32]=2)[CH2:8][CH:7]([N:6]2[CH2:53][CH2:54][NH:55][C:5]2=[O:58])[C:16]=3[CH2:15][S:14][N:13]=1. The yield is 0.310. (5) The reactants are C(Cl)(=O)C(Cl)=O.CS(C)=O.[CH2:11]([N:13]([CH2:24][CH3:25])[C:14]([C:16]1[CH:23]=[CH:22][C:19]([CH2:20][OH:21])=[CH:18][CH:17]=1)=[O:15])[CH3:12].C(N(CC)CC)C. The catalyst is ClCCl.O. The product is [CH2:24]([N:13]([CH2:11][CH3:12])[C:14]([C:16]1[CH:17]=[CH:18][C:19]([CH:20]=[O:21])=[CH:22][CH:23]=1)=[O:15])[CH3:25]. The yield is 0.950. (6) The reactants are I[C:2]1[C:3]2[C:8]([C:9]([C:16]3[CH:21]=[CH:20][CH:19]=[CH:18][CH:17]=3)=[C:10]3[C:15]=1[CH:14]=[CH:13][CH:12]=[CH:11]3)=[CH:7][CH:6]=[CH:5][CH:4]=2.[Br:22][C:23]1[CH:28]=[CH:27][C:26](B(O)O)=[CH:25][CH:24]=1.C(=O)([O-])[O-].[K+].[K+]. The catalyst is C1C=CC([P]([Pd]([P](C2C=CC=CC=2)(C2C=CC=CC=2)C2C=CC=CC=2)([P](C2C=CC=CC=2)(C2C=CC=CC=2)C2C=CC=CC=2)[P](C2C=CC=CC=2)(C2C=CC=CC=2)C2C=CC=CC=2)(C2C=CC=CC=2)C2C=CC=CC=2)=CC=1.C1(C)C=CC=CC=1. The product is [Br:22][C:23]1[CH:28]=[CH:27][C:26]([C:2]2[C:3]3[C:8]([C:9]([C:16]4[CH:21]=[CH:20][CH:19]=[CH:18][CH:17]=4)=[C:10]4[C:15]=2[CH:14]=[CH:13][CH:12]=[CH:11]4)=[CH:7][CH:6]=[CH:5][CH:4]=3)=[CH:25][CH:24]=1. The yield is 0.450. (7) The reactants are [CH:1]1([NH:4][C:5]2[N:10]=[C:9]([NH:11][CH3:12])[N:8]=[C:7]([NH:13][CH2:14][C:15]#[CH:16])[N:6]=2)[CH2:3][CH2:2]1.[OH:17][S:18]([OH:21])(=[O:20])=[O:19].S(O)(O)(=O)=O.C(NC1N=C(NC)N=C(NCC#C)N=1)C.C(NC1N=C(NC)N=C(NCC#C)N=1)C. No catalyst specified. The product is [S:18]([OH:21])([OH:20])(=[O:19])=[O:17].[CH:1]1([NH:4][C:5]2[N:10]=[C:9]([NH:11][CH3:12])[N:8]=[C:7]([NH:13][CH2:14][C:15]#[CH:16])[N:6]=2)[CH2:3][CH2:2]1.[CH:1]1([NH:4][C:5]2[N:10]=[C:9]([NH:11][CH3:12])[N:8]=[C:7]([NH:13][CH2:14][C:15]#[CH:16])[N:6]=2)[CH2:3][CH2:2]1. The yield is 0.620.